From a dataset of Full USPTO retrosynthesis dataset with 1.9M reactions from patents (1976-2016). Predict the reactants needed to synthesize the given product. (1) Given the product [CH:55]1([NH:58][C:47]([NH:19][C:18]2[CH:20]=[CH:21][C:15]([C:13]3[N:12]=[C:11]4[N:22]([CH:25]5[CH2:26][CH2:27][N:28]([CH2:31][C:32]([F:34])([F:35])[F:33])[CH2:29][CH2:30]5)[N:23]=[CH:24][C:10]4=[C:9]([N:3]4[CH2:4][CH:5]5[O:8][CH:1]([CH2:7][CH2:6]5)[CH2:2]4)[N:14]=3)=[CH:16][CH:17]=2)=[O:53])[CH2:57][CH2:56]1, predict the reactants needed to synthesize it. The reactants are: [CH:1]12[O:8][CH:5]([CH2:6][CH2:7]1)[CH2:4][N:3]([C:9]1[N:14]=[C:13]([C:15]3[CH:21]=[CH:20][C:18]([NH2:19])=[CH:17][CH:16]=3)[N:12]=[C:11]3[N:22]([CH:25]4[CH2:30][CH2:29][N:28]([CH2:31][C:32]([F:35])([F:34])[F:33])[CH2:27][CH2:26]4)[N:23]=[CH:24][C:10]=13)[CH2:2]2.C(N(CC)CC)C.ClC(Cl)(O[C:47](=[O:53])OC(Cl)(Cl)Cl)Cl.[CH:55]1([NH2:58])[CH2:57][CH2:56]1. (2) Given the product [CH3:27][N:28]1[CH2:33][CH2:32][N:31]([CH2:34][C:35]2[CH:36]=[C:37]([NH:38]/[C:16](=[C:6]3\[C:5](=[O:26])[NH:4][C:12]4[C:7]\3=[CH:8][C:9]([N+:13]([O-:15])=[O:14])=[CH:10][CH:11]=4)/[C:17]3[CH:18]=[CH:19][CH:20]=[CH:21][CH:22]=3)[CH:39]=[CH:40][CH:41]=2)[CH2:30][CH2:29]1, predict the reactants needed to synthesize it. The reactants are: C([N:4]1[C:12]2[C:7](=[CH:8][C:9]([N+:13]([O-:15])=[O:14])=[CH:10][CH:11]=2)[C:6](=[C:16](OCC)[C:17]2[CH:22]=[CH:21][CH:20]=[CH:19][CH:18]=2)[C:5]1=[O:26])(=O)C.[CH3:27][N:28]1[CH2:33][CH2:32][N:31]([CH2:34][C:35]2[CH:36]=[C:37]([CH:39]=[CH:40][CH:41]=2)[NH2:38])[CH2:30][CH2:29]1.[OH-].[Na+]. (3) Given the product [ClH:26].[Cl:33][C:21]1[CH:22]=[C:23]([C:27]2[CH:28]=[N:29][CH:30]=[CH:31][CH:32]=2)[CH:24]=[C:25]([Cl:26])[C:20]=1[CH2:19][CH:16]1[CH2:17][CH2:18][N:14]([C@H:11]2[CH2:12][CH2:13][C@@H:8]([OH:7])[CH2:9][CH2:10]2)[C:15]1=[O:34], predict the reactants needed to synthesize it. The reactants are: Cl.C([Si](C)(C)[O:7][C@@H:8]1[CH2:13][CH2:12][C@H:11]([N:14]2[CH2:18][CH2:17][CH:16]([CH2:19][C:20]3[C:25]([Cl:26])=[CH:24][C:23]([C:27]4[CH:28]=[N:29][CH:30]=[CH:31][CH:32]=4)=[CH:22][C:21]=3[Cl:33])[C:15]2=[O:34])[CH2:10][CH2:9]1)(C)(C)C.